From a dataset of Reaction yield outcomes from USPTO patents with 853,638 reactions. Predict the reaction yield, written as a fraction of the theoretical maximum amount of product (1.0 means a 100% yield; for example, 0.34 means a 34% yield). The reactants are [F:1][C:2]1[CH:9]=[C:8]([O:10][CH3:11])[C:7]([O:12][CH3:13])=[CH:6][C:3]=1[CH:4]=[O:5].COC1C=C(C(O)[C:25]([O:27][CH3:28])=[O:26])C=CC=1OC. No catalyst specified. The product is [F:1][C:2]1[CH:9]=[C:8]([O:10][CH3:11])[C:7]([O:12][CH3:13])=[CH:6][C:3]=1[CH:4]([OH:5])[C:25]([O:27][CH3:28])=[O:26]. The yield is 0.440.